The task is: Predict which catalyst facilitates the given reaction.. This data is from Catalyst prediction with 721,799 reactions and 888 catalyst types from USPTO. (1) Reactant: [CH3:1][N:2]1[C:6]([CH:7]([CH2:10][CH:11]=[CH2:12])[CH2:8][OH:9])=[C:5]([N+:13]([O-:15])=[O:14])[CH:4]=[N:3]1.[H-].[Na+].[CH2:18](Br)[CH:19]=[CH2:20]. Product: [CH2:20]([O:9][CH2:8][CH:7]([C:6]1[N:2]([CH3:1])[N:3]=[CH:4][C:5]=1[N+:13]([O-:15])=[O:14])[CH2:10][CH:11]=[CH2:12])[CH:19]=[CH2:18]. The catalyst class is: 3. (2) Reactant: Cl.C[O:3][CH:4](OC)[C:5]1[CH:10]=[CH:9][N:8]=[C:7]([NH2:11])[N:6]=1.C([O-])([O-])=O.[Na+].[Na+].[BH4-].[Na+].[OH-].[Na+]. Product: [NH2:11][C:7]1[N:6]=[C:5]([CH2:4][OH:3])[CH:10]=[CH:9][N:8]=1. The catalyst class is: 674. (3) Reactant: [O:1]=[C:2]([NH:8][CH2:9][C:10]1[N:15]=[CH:14][CH:13]=[CH:12][N:11]=1)[C:3]([O:5][CH2:6][CH3:7])=[O:4].I[CH3:17].[H-].[Na+]. Product: [O:1]=[C:2]([N:8]([CH3:17])[CH2:9][C:10]1[N:11]=[CH:12][CH:13]=[CH:14][N:15]=1)[C:3]([O:5][CH2:6][CH3:7])=[O:4]. The catalyst class is: 3. (4) Reactant: [N:1]1[CH:6]=[CH:5][CH:4]=[C:3]2[C:7]3[CH:13]=[CH:12][CH:11]=[C:10]([OH:14])[C:8]=3[O:9][C:2]=12.N1C=CC=CC=1.[S:21](O[S:21]([C:24]([F:27])([F:26])[F:25])(=[O:23])=[O:22])([C:24]([F:27])([F:26])[F:25])(=[O:23])=[O:22]. Product: [F:25][C:24]([F:27])([F:26])[S:21]([O:14][C:10]1[C:8]2[O:9][C:2]3[C:3]([C:7]=2[CH:13]=[CH:12][CH:11]=1)=[CH:4][CH:5]=[CH:6][N:1]=3)(=[O:23])=[O:22]. The catalyst class is: 2. (5) Reactant: [CH:1]1[CH2:5][CH:4]=[CH:3]C=1.[F:6][C:7]([C:10](=[CH2:14])[C:11]([OH:13])=[O:12])([F:9])[F:8].[CH3:15]CCCCC. Product: [F:6][C:7]([F:9])([F:8])[C:10]1([C:11]([OH:13])=[O:12])[CH2:15][CH:5]2[CH2:1][CH:14]1[CH:3]=[CH:4]2. The catalyst class is: 48. (6) Reactant: Cl.[O:2]1[C:8]2[CH:9]=[CH:10][C:11]([C:13]3[CH:14]=[C:15]4[N:21]=[C:20]([NH2:22])[S:19][C:16]4=[N:17][CH:18]=3)=[CH:12][C:7]=2[CH2:6][NH:5][CH2:4][CH2:3]1.Cl[C:24]1[C:29]([CH:30]([CH3:32])[CH3:31])=[C:28]([CH3:33])[N:27]=[C:26]([NH2:34])[N:25]=1.C(N(C(C)C)CC)(C)C. Product: [NH2:34][C:26]1[N:25]=[C:24]([N:5]2[CH2:6][C:7]3[CH:12]=[C:11]([C:13]4[CH:14]=[C:15]5[N:21]=[C:20]([NH2:22])[S:19][C:16]5=[N:17][CH:18]=4)[CH:10]=[CH:9][C:8]=3[O:2][CH2:3][CH2:4]2)[C:29]([CH:30]([CH3:31])[CH3:32])=[C:28]([CH3:33])[N:27]=1. The catalyst class is: 179. (7) Reactant: [NH2:1][C:2]1[S:3][C:4]([C:8]([OH:10])=[O:9])=[C:5]([CH3:7])[N:6]=1.[C:11](O[C:11](=[O:14])[CH2:12][CH3:13])(=[O:14])[CH2:12][CH3:13].O. Product: [CH3:7][C:5]1[N:6]=[C:2]([NH:1][C:11](=[O:14])[CH2:12][CH3:13])[S:3][C:4]=1[C:8]([OH:10])=[O:9]. The catalyst class is: 796. (8) Reactant: C[O:2][C:3]1[C:8]([CH3:9])=[CH:7][C:6]([CH2:10][C:11]#[N:12])=[C:5]([CH3:13])[CH:4]=1. Product: [OH:2][C:3]1[C:8]([CH3:9])=[CH:7][C:6]([CH2:10][C:11]#[N:12])=[C:5]([CH3:13])[CH:4]=1. The catalyst class is: 4. (9) The catalyst class is: 68. Product: [NH2:32][C:28]1[N:27]=[C:26]([NH:25][C:23]([N:19]2[CH2:20][C@H:21]([CH3:22])[N:16]([C:13]3[CH:14]=[CH:15][C:10]([C:8]#[N:9])=[C:11]([C:41]([F:44])([F:43])[F:42])[CH:12]=3)[CH2:17][C@H:18]2[CH3:40])=[O:24])[CH:31]=[CH:30][N:29]=1. Reactant: FC(F)(F)C(O)=O.[C:8]([C:10]1[CH:15]=[CH:14][C:13]([N:16]2[C@@H:21]([CH3:22])[CH2:20][N:19]([C:23]([NH:25][C:26]3[CH:31]=[CH:30][N:29]=[C:28]([NH:32]C(OC(C)(C)C)=O)[N:27]=3)=[O:24])[C@H:18]([CH3:40])[CH2:17]2)=[CH:12][C:11]=1[C:41]([F:44])([F:43])[F:42])#[N:9]. (10) Reactant: [CH3:1][O:2][C:3](=[O:13])[C:4]1[CH:9]=[CH:8][C:7]([N+:10]([O-:12])=[O:11])=[CH:6][CH:5]=1.Cl[CH2:15][S:16]([C:19]1[C:28]2[C:23](=[CH:24][CH:25]=[CH:26][CH:27]=2)[CH:22]=[CH:21][CH:20]=1)(=[O:18])=[O:17].CC(C)([O-])C.[K+].Cl. Product: [CH3:1][O:2][C:3](=[O:13])[C:4]1[CH:5]=[CH:6][C:7]([N+:10]([O-:12])=[O:11])=[C:8]([CH2:15][S:16]([C:19]2[C:28]3[C:23](=[CH:24][CH:25]=[CH:26][CH:27]=3)[CH:22]=[CH:21][CH:20]=2)(=[O:17])=[O:18])[CH:9]=1. The catalyst class is: 1.